From a dataset of Forward reaction prediction with 1.9M reactions from USPTO patents (1976-2016). Predict the product of the given reaction. (1) Given the reactants [NH2:1][C:2]1[C:11]2[C:6](=[CH:7][CH:8]=[CH:9][CH:10]=2)[C:5]([O:12][C:13]2[C:22]3[N:21]=[C:20]([CH3:23])[C:19](=[O:24])[NH:18][C:17]=3[N:16]=[CH:15][CH:14]=2)=[CH:4][CH:3]=1.[F:25][C:26]1[CH:31]=[CH:30][C:29]([C:32]([F:35])([F:34])[F:33])=[CH:28][C:27]=1[N:36]=[C:37]=[O:38], predict the reaction product. The product is: [F:25][C:26]1[CH:31]=[CH:30][C:29]([C:32]([F:35])([F:34])[F:33])=[CH:28][C:27]=1[NH:36][C:37]([NH:1][C:2]1[C:11]2[C:6](=[CH:7][CH:8]=[CH:9][CH:10]=2)[C:5]([O:12][C:13]2[C:22]3[N:21]=[C:20]([CH3:23])[C:19](=[O:24])[NH:18][C:17]=3[N:16]=[CH:15][CH:14]=2)=[CH:4][CH:3]=1)=[O:38]. (2) The product is: [O:18]1[CH2:23][CH2:22][CH:21]([CH2:24][CH2:25][NH:26][CH2:1][C:3]2[CH:17]=[CH:16][C:6]([O:7][C:8]3[S:12][C:11]([C:13]([NH2:15])=[O:14])=[CH:10][CH:9]=3)=[CH:5][CH:4]=2)[CH2:20][CH2:19]1. Given the reactants [CH:1]([C:3]1[CH:17]=[CH:16][C:6]([O:7][C:8]2[S:12][C:11]([C:13]([NH2:15])=[O:14])=[CH:10][CH:9]=2)=[CH:5][CH:4]=1)=O.[O:18]1[CH2:23][CH2:22][CH:21]([CH2:24][CH2:25][NH2:26])[CH2:20][CH2:19]1.[BH4-].[Na+], predict the reaction product.